From a dataset of Catalyst prediction with 721,799 reactions and 888 catalyst types from USPTO. Predict which catalyst facilitates the given reaction. (1) Reactant: [CH3:1][N:2]([CH3:15])[S:3]([C:6]1[CH:11]=[CH:10][CH:9]=[C:8]([N+:12]([O-])=O)[CH:7]=1)(=[O:5])=[O:4].Cl[Sn]Cl. Product: [NH2:12][C:8]1[CH:7]=[C:6]([S:3]([N:2]([CH3:15])[CH3:1])(=[O:5])=[O:4])[CH:11]=[CH:10][CH:9]=1. The catalyst class is: 8. (2) Reactant: [F:1][C:2]1[C:11](/[CH:12]=[CH:13]/[C:14]([O:16][CH2:17][CH2:18][CH2:19][CH3:20])=[O:15])=[C:10]2[C:5]([CH:6]=[CH:7][C:8]([O:21][CH3:22])=[N:9]2)=[CH:4][CH:3]=1.[H][H]. Product: [F:1][C:2]1[C:11]([CH2:12][CH2:13][C:14]([O:16][CH2:17][CH2:18][CH2:19][CH3:20])=[O:15])=[C:10]2[C:5]([CH:6]=[CH:7][C:8]([O:21][CH3:22])=[N:9]2)=[CH:4][CH:3]=1. The catalyst class is: 29. (3) Reactant: ClC1C[CH2:10][CH2:9][C:8]2[N:7]=[C:6]([C:12]3[C:17]([CH2:18][CH3:19])=[CH:16][CH:15]=[CH:14][C:13]=3[CH2:20][CH3:21])[CH:5]=[C:4]([O:22][CH3:23])[C:3]1=2.[CH3:24][C:25]#N.C([O-])([O-])=O.[K+].[K+].[CH2:33]([NH:35][C:36]1[C:45]2[C:40](=[CH:41][CH:42]=[CH:43][CH:44]=2)[CH:39]=[CH:38][CH:37]=1)[CH3:34].[C:46]([OH:52])([C:48]([F:51])([F:50])[F:49])=[O:47]. Product: [CH2:18]([C:17]1[CH:16]=[CH:15][CH:14]=[C:13]([CH2:20][CH3:21])[C:12]=1[C:6]1[CH:5]=[C:4]([O:22][CH3:23])[C:3]2[CH:33]([N:35]([CH2:24][CH3:25])[C:36]3[C:45]4[C:40](=[CH:41][CH:42]=[CH:43][CH:44]=4)[CH:39]=[CH:38][CH:37]=3)[CH2:34][CH2:10][CH2:9][C:8]=2[N:7]=1)[CH3:19].[C:46]([OH:52])([C:48]([F:51])([F:50])[F:49])=[O:47]. The catalyst class is: 6. (4) Reactant: [NH2:1][C:2]1[CH:7]=[CH:6][C:5]([N+:8]([O-:10])=[O:9])=[CH:4][C:3]=1[OH:11].[CH3:12][C:13]([CH3:15])=O.C([BH3-])#N.[Na+].CC(O)=O. Product: [CH:13]([NH:1][C:2]1[CH:7]=[CH:6][C:5]([N+:8]([O-:10])=[O:9])=[CH:4][C:3]=1[OH:11])([CH3:15])[CH3:12]. The catalyst class is: 14. (5) Reactant: CN(C(ON1N=[N:16][C:11]2[CH:12]=CC=N[C:10]1=2)=[N+](C)C)C.F[P-](F)(F)(F)(F)F.CC(N)C.[F:29][CH:30]([F:62])[O:31][C:32]1[CH:33]=[C:34]2[C:38](=[CH:39][CH:40]=1)[N:37]([CH3:41])[N:36]=[C:35]2[C:42]1[N:43]=[C:44]2[C:50]([C:51]([OH:53])=O)=[CH:49][N:48]([CH2:54][O:55][CH2:56][CH2:57][Si:58]([CH3:61])([CH3:60])[CH3:59])[C:45]2=[N:46][CH:47]=1. Product: [F:62][CH:30]([F:29])[O:31][C:32]1[CH:33]=[C:34]2[C:38](=[CH:39][CH:40]=1)[N:37]([CH3:41])[N:36]=[C:35]2[C:42]1[N:43]=[C:44]2[C:50]([C:51]([NH:16][CH:11]([CH3:12])[CH3:10])=[O:53])=[CH:49][N:48]([CH2:54][O:55][CH2:56][CH2:57][Si:58]([CH3:59])([CH3:60])[CH3:61])[C:45]2=[N:46][CH:47]=1. The catalyst class is: 3.